Predict the product of the given reaction. From a dataset of Forward reaction prediction with 1.9M reactions from USPTO patents (1976-2016). (1) Given the reactants [NH2:1][C:2]1[C:3]([SH:12])=[N:4][CH:5]=[C:6]([C:8]([F:11])([F:10])[F:9])[CH:7]=1.Cl.[CH2:14]([S:16][C:17]1[C:22]([C:23](O)=[O:24])=[CH:21][N:20]=[CH:19][CH:18]=1)[CH3:15].CCN=C=NCCCN(C)C.Cl.C1C=CC2N(O)N=NC=2C=1, predict the reaction product. The product is: [CH2:14]([S:16][C:17]1[C:22]([C:23]([NH:1][C:2]2[C:3]([SH:12])=[N:4][CH:5]=[C:6]([C:8]([F:9])([F:11])[F:10])[CH:7]=2)=[O:24])=[CH:21][N:20]=[CH:19][CH:18]=1)[CH3:15]. (2) Given the reactants [F:1][C:2]1[CH:7]=[C:6](B2OC(C)(C)C(C)(C)O2)[CH:5]=[CH:4][C:3]=1[C:17]1[CH:18]=[C:19]2[CH:25]=[CH:24][NH:23][C:20]2=[N:21][CH:22]=1.Br[C:27]1[CH:40]=[CH:39][CH:38]=[CH:37][C:28]=1[O:29][C:30]1[N:35]=[C:34]([NH2:36])[CH:33]=[CH:32][N:31]=1, predict the reaction product. The product is: [F:1][C:2]1[CH:7]=[C:6]([C:27]2[CH:40]=[CH:39][CH:38]=[CH:37][C:28]=2[O:29][C:30]2[N:35]=[C:34]([NH2:36])[CH:33]=[CH:32][N:31]=2)[CH:5]=[CH:4][C:3]=1[C:17]1[CH:18]=[C:19]2[CH:25]=[CH:24][NH:23][C:20]2=[N:21][CH:22]=1. (3) Given the reactants C1(S([N:10]2[C:18]3[C:13](=[CH:14][C:15]([S:19][CH3:20])=[CH:16][CH:17]=3)[CH:12]=[C:11]2[CH3:21])(=O)=O)C=CC=CC=1.[OH-].[Na+], predict the reaction product. The product is: [CH3:21][C:11]1[NH:10][C:18]2[C:13]([CH:12]=1)=[CH:14][C:15]([S:19][CH3:20])=[CH:16][CH:17]=2. (4) Given the reactants FC[C:3]([C:5]1[CH:10]=[CH:9][CH:8]=[CH:7][CH:6]=1)=O.[NH2:11][NH2:12], predict the reaction product. The product is: [NH:11]1[C:10]2[C:5](=[CH:6][CH:7]=[CH:8][CH:9]=2)[CH:3]=[N:12]1. (5) Given the reactants [CH3:1][O:2][C:3]1[CH:4]=[C:5]([CH:22]=[C:23]([O:27][CH3:28])[C:24]=1[O:25][CH3:26])[C:6]1[O:7][C:8]2[C:13]([C:14](=[O:16])[CH:15]=1)=[CH:12][CH:11]=[C:10]([O:17][CH2:18][CH:19]1[O:21][CH2:20]1)[CH:9]=2.[CH:29]([NH2:32])([CH3:31])[CH3:30], predict the reaction product. The product is: [OH:21][CH:19]([CH2:20][NH:32][CH:29]([CH3:31])[CH3:30])[CH2:18][O:17][C:10]1[CH:9]=[C:8]2[C:13]([C:14](=[O:16])[CH:15]=[C:6]([C:5]3[CH:4]=[C:3]([O:2][CH3:1])[C:24]([O:25][CH3:26])=[C:23]([O:27][CH3:28])[CH:22]=3)[O:7]2)=[CH:12][CH:11]=1. (6) Given the reactants [Br:1][C:2]1[CH:3]=[CH:4][C:5]([O:20][CH3:21])=[C:6]([CH2:8][CH2:9][C:10]2[C:18]([F:19])=[CH:17][CH:16]=[CH:15][C:11]=2[C:12](O)=[O:13])[CH:7]=1.S(Cl)([Cl:24])=O, predict the reaction product. The product is: [Br:1][C:2]1[CH:3]=[CH:4][C:5]([O:20][CH3:21])=[C:6]([CH2:8][CH2:9][C:10]2[C:18]([F:19])=[CH:17][CH:16]=[CH:15][C:11]=2[C:12]([Cl:24])=[O:13])[CH:7]=1.